Predict which catalyst facilitates the given reaction. From a dataset of Catalyst prediction with 721,799 reactions and 888 catalyst types from USPTO. (1) Product: [CH3:1][O:2][C:3]1[C:12]([C:21]([O:23][CH2:24][CH3:25])=[O:22])=[C:11]([O:13][CH3:14])[C:10]2[C:5](=[CH:6][CH:7]=[CH:8][CH:9]=2)[N:4]=1. Reactant: [CH3:1][O:2][C:3]1[CH:12]=[C:11]([O:13][CH3:14])[C:10]2[C:5](=[CH:6][CH:7]=[CH:8][CH:9]=2)[N:4]=1.[Li]CCCC.Cl[C:21]([O:23][CH2:24][CH3:25])=[O:22].O. The catalyst class is: 1. (2) Reactant: [Si:1]([O:8][CH2:9][C:10](=[CH2:13])[CH:11]=O)([C:4]([CH3:7])([CH3:6])[CH3:5])([CH3:3])[CH3:2].[NH2:14][CH2:15][C@H:16]([N:19]([O:27][CH2:28][C:29]1[CH:34]=[CH:33][CH:32]=[CH:31][CH:30]=1)[C:20](=[O:26])[O:21][C:22]([CH3:25])([CH3:24])[CH3:23])[CH:17]=[CH2:18].C[Si]([C:39]#[N:40])(C)C.[O-]S([O-])(=O)=O.[Mg+2].C(=O)(O)[O-].[Na+].[C:52](Cl)(=[O:68])[O:53][CH2:54][CH:55]1[C:67]2[CH:66]=[CH:65][CH:64]=[CH:63][C:62]=2[C:61]2[C:56]1=[CH:57][CH:58]=[CH:59][CH:60]=2. Product: [CH:66]1[C:67]2[CH:55]([CH2:54][O:53][C:52]([N:14]([CH:11]([C:39]#[N:40])[C:10]([CH2:9][O:8][Si:1]([C:4]([CH3:7])([CH3:6])[CH3:5])([CH3:3])[CH3:2])=[CH2:13])[CH2:15][C@H:16]([N:19]([O:27][CH2:28][C:29]3[CH:34]=[CH:33][CH:32]=[CH:31][CH:30]=3)[C:20](=[O:26])[O:21][C:22]([CH3:23])([CH3:24])[CH3:25])[CH:17]=[CH2:18])=[O:68])[C:56]3[C:61](=[CH:60][CH:59]=[CH:58][CH:57]=3)[C:62]=2[CH:63]=[CH:64][CH:65]=1. The catalyst class is: 1. (3) Reactant: Br[C:2]1[CH:11]=[CH:10][CH:9]=[C:8]2[C:3]=1[CH:4]=[C:5]([O:12][CH3:13])[CH:6]=[N:7]2.[C:14]([O:18]CC)(=[O:17])[CH:15]=[CH2:16]. Product: [CH3:13][O:12][C:5]1[CH:6]=[N:7][C:8]2[C:3]([CH:4]=1)=[C:2]([CH2:16][CH2:15][C:14]([OH:18])=[O:17])[CH:11]=[CH:10][CH:9]=2. The catalyst class is: 358. (4) Product: [CH3:20][O:21][C:22](=[O:30])[C:23]1[CH:28]=[CH:27][C:26]([O:18][CH2:17][CH2:16][C:14]2[N:15]=[C:11]([S:10][C:7]([CH3:9])([CH3:8])[C:6]([O:5][C:1]([CH3:2])([CH3:4])[CH3:3])=[O:19])[S:12][CH:13]=2)=[CH:25][CH:24]=1. The catalyst class is: 7. Reactant: [C:1]([O:5][C:6](=[O:19])[C:7]([S:10][C:11]1[S:12][CH:13]=[C:14]([CH2:16][CH2:17][OH:18])[N:15]=1)([CH3:9])[CH3:8])([CH3:4])([CH3:3])[CH3:2].[CH3:20][O:21][C:22](=[O:30])[C:23]1[CH:28]=[CH:27][C:26](O)=[CH:25][CH:24]=1.C1(P(C2C=CC=CC=2)C2C=CC=CC=2)C=CC=CC=1.[N+](C(OCC)=O)(C(OCC)=O)=[N-]. (5) Reactant: C([Li])CCC.Br[C:7]1[CH:12]=[CH:11][C:10]([C:13]([C:27]2[CH:32]=[CH:31][CH:30]=[CH:29][CH:28]=2)=[C:14]([C:21]2[CH:26]=[CH:25][CH:24]=[CH:23][CH:22]=2)[C:15]2[CH:20]=[CH:19][CH:18]=[CH:17][CH:16]=2)=[CH:9][CH:8]=1.C[O:34][B:35](OC)[O:36]C. Product: [C:27]1([C:13]([C:10]2[CH:11]=[CH:12][C:7]([B:35]([OH:36])[OH:34])=[CH:8][CH:9]=2)=[C:14]([C:21]2[CH:26]=[CH:25][CH:24]=[CH:23][CH:22]=2)[C:15]2[CH:20]=[CH:19][CH:18]=[CH:17][CH:16]=2)[CH:32]=[CH:31][CH:30]=[CH:29][CH:28]=1. The catalyst class is: 1. (6) Reactant: [Cl:1][C:2]1[C:3]([C:9]#[N:10])=[N:4][CH:5]=[C:6](Cl)[N:7]=1.Cl.[NH2:12][C@H:13]([CH2:17][CH3:18])[C:14]([NH2:16])=[O:15].CCN(C(C)C)C(C)C.O. Product: [Cl:1][C:2]1[N:7]=[C:6]([NH:12][C@H:13]([CH2:17][CH3:18])[C:14]([NH2:16])=[O:15])[CH:5]=[N:4][C:3]=1[C:9]#[N:10]. The catalyst class is: 31.